This data is from Full USPTO retrosynthesis dataset with 1.9M reactions from patents (1976-2016). The task is: Predict the reactants needed to synthesize the given product. (1) Given the product [C:1]([C:3]1[CH:4]=[C:5]([N:10]([CH2:43][C:42]2[CH:45]=[CH:46][C:39]([S:38][C:37]([F:48])([F:36])[F:47])=[CH:40][CH:41]=2)[C:11](=[O:14])[CH2:12][CH3:13])[CH:6]=[C:7]([F:9])[CH:8]=1)#[N:2], predict the reactants needed to synthesize it. The reactants are: [C:1]([C:3]1[CH:4]=[C:5]([NH:10][C:11](=[O:14])[CH2:12][CH3:13])[CH:6]=[C:7]([F:9])[CH:8]=1)#[N:2].O1C2C=CC(CNC3C=C(C=CC=3F)C#N)=CC=2OCC1.[F:36][C:37]([F:48])([F:47])[S:38][C:39]1[CH:46]=[CH:45][C:42]([CH2:43]Cl)=[CH:41][CH:40]=1. (2) Given the product [CH2:17]([O:16][CH:15]([O:19][CH2:20][CH3:21])[CH2:14][O:12][C:4]1[CH:5]=[C:6]([N+:9]([O-:11])=[O:10])[CH:7]=[CH:8][C:3]=1[O:2][CH3:1])[CH3:18], predict the reactants needed to synthesize it. The reactants are: [CH3:1][O:2][C:3]1[CH:8]=[CH:7][C:6]([N+:9]([O-:11])=[O:10])=[CH:5][C:4]=1[OH:12].Br[CH2:14][CH:15]([O:19][CH2:20][CH3:21])[O:16][CH2:17][CH3:18].C(=O)([O-])[O-].[Cs+].[Cs+].[OH-].[Na+]. (3) Given the product [Cl:34][C:22]1[N:23]=[CH:24][N:25]([CH2:26][O:27][CH2:28][CH2:29][Si:30]([CH3:33])([CH3:32])[CH3:31])[C:21]=1[C:19]([NH:18][CH2:17][C:12]1[CH:13]=[CH:14][C:15]([Cl:16])=[C:10]([O:9][C:4]2[CH:3]=[C:2]([CH2:36][CH3:37])[CH:7]=[C:6]([Cl:8])[CH:5]=2)[C:11]=1[F:35])=[O:20], predict the reactants needed to synthesize it. The reactants are: Br[C:2]1[CH:3]=[C:4]([O:9][C:10]2[C:11]([F:35])=[C:12]([CH2:17][NH:18][C:19]([C:21]3[N:25]([CH2:26][O:27][CH2:28][CH2:29][Si:30]([CH3:33])([CH3:32])[CH3:31])[CH:24]=[N:23][C:22]=3[Cl:34])=[O:20])[CH:13]=[CH:14][C:15]=2[Cl:16])[CH:5]=[C:6]([Cl:8])[CH:7]=1.[CH3:36][CH:37](C[AlH]CC(C)C)C.C([Zn]CC)C. (4) Given the product [Br:1][C:2]1[CH:3]=[C:4]([C:8]([CH:14]2[CH2:16][CH2:15]2)=[O:9])[CH:5]=[N:6][CH:7]=1, predict the reactants needed to synthesize it. The reactants are: [Br:1][C:2]1[CH:3]=[C:4]([C:8](N(OC)C)=[O:9])[CH:5]=[N:6][CH:7]=1.[CH:14]1([Mg]Br)[CH2:16][CH2:15]1. (5) Given the product [F:1][C:2]1[CH:13]=[C:12]([CH:14]2[CH2:18][CH2:17][O:16][CH2:15]2)[C:5]([O:6][CH2:7][C:8]([NH:21][NH2:22])=[O:9])=[C:4]([CH3:19])[CH:3]=1, predict the reactants needed to synthesize it. The reactants are: [F:1][C:2]1[CH:13]=[C:12]([CH:14]2[CH2:18][CH2:17][O:16][CH2:15]2)[C:5]([O:6][CH2:7][C:8](OC)=[O:9])=[C:4]([CH3:19])[CH:3]=1.O.[NH2:21][NH2:22]. (6) Given the product [F:17][C:14]1[CH:13]=[CH:12][C:11]([C:8]2[CH:9]=[CH:10][C:5]([CH2:3][OH:2])=[CH:6][C:7]=2[O:18][CH3:19])=[CH:16][CH:15]=1, predict the reactants needed to synthesize it. The reactants are: C[O:2][C:3]([C:5]1[CH:10]=[CH:9][C:8]([C:11]2[CH:16]=[CH:15][C:14]([F:17])=[CH:13][CH:12]=2)=[C:7]([O:18][CH3:19])[CH:6]=1)=O.[H-].[H-].[H-].[H-].[Li+].[Al+3]. (7) Given the product [CH2:2]([O:14][C:13]1[CH:15]=[CH:16][C:8]([CH:7]=[O:6])=[CH:9][C:10]=1[O:11][CH3:12])[C:3]#[C:4][CH3:5], predict the reactants needed to synthesize it. The reactants are: Br[CH2:2][C:3]#[C:4][CH3:5].[O:6]=[CH:7][C:8]1[CH:16]=[CH:15][C:13]([OH:14])=[C:10]([O:11][CH3:12])[CH:9]=1.C(=O)([O-])[O-].[K+].[K+].